Dataset: Catalyst prediction with 721,799 reactions and 888 catalyst types from USPTO. Task: Predict which catalyst facilitates the given reaction. Reactant: [H-].[Na+].[C:3]([CH2:5][C:6]([O:8][CH3:9])=[O:7])#[N:4].F[C:11]1[CH:16]=[CH:15][C:14]([N+:17]([O-:19])=[O:18])=[C:13]([O:20][CH3:21])[CH:12]=1. Product: [C:3]([CH:5]([C:11]1[CH:16]=[CH:15][C:14]([N+:17]([O-:19])=[O:18])=[C:13]([O:20][CH3:21])[CH:12]=1)[C:6]([O:8][CH3:9])=[O:7])#[N:4]. The catalyst class is: 3.